From a dataset of Full USPTO retrosynthesis dataset with 1.9M reactions from patents (1976-2016). Predict the reactants needed to synthesize the given product. (1) Given the product [Cl:1][C:2]1[C:10]([OH:11])=[C:9]([S:12]([CH2:15][CH3:16])(=[O:14])=[O:13])[CH:8]=[CH:7][C:3]=1[C:4]([O:6][CH3:22])=[O:5], predict the reactants needed to synthesize it. The reactants are: [Cl:1][C:2]1[C:10]([OH:11])=[C:9]([S:12]([CH2:15][CH3:16])(=[O:14])=[O:13])[CH:8]=[CH:7][C:3]=1[C:4]([OH:6])=[O:5].OS(O)(=O)=O.[CH3:22]O. (2) Given the product [CH2:13]([C:17]1[N:22]2[N:23]=[CH:24][CH:25]=[C:21]2[N:20]([C@H:26]2[CH2:31][CH2:30][C@H:29]([O:32][CH2:33][C:34]([OH:37])([CH3:35])[CH3:36])[CH2:28][CH2:27]2)[C:19](=[O:38])[C:18]=1[CH2:39][C:40]1[CH:45]=[CH:44][C:43]([C:46]2[CH:51]=[CH:50][CH:49]=[CH:48][C:47]=2[C:52]2[NH:3][C:4](=[O:7])[O:5][N:53]=2)=[CH:42][CH:41]=1)[CH2:14][CH2:15][CH3:16], predict the reactants needed to synthesize it. The reactants are: [Cl-].O[NH3+:3].[C:4](=[O:7])([O-])[OH:5].[Na+].CS(C)=O.[CH2:13]([C:17]1[N:22]2[N:23]=[CH:24][CH:25]=[C:21]2[N:20]([C@H:26]2[CH2:31][CH2:30][C@H:29]([O:32][CH2:33][C:34]([OH:37])([CH3:36])[CH3:35])[CH2:28][CH2:27]2)[C:19](=[O:38])[C:18]=1[CH2:39][C:40]1[CH:45]=[CH:44][C:43]([C:46]2[C:47]([C:52]#[N:53])=[CH:48][CH:49]=[CH:50][CH:51]=2)=[CH:42][CH:41]=1)[CH2:14][CH2:15][CH3:16]. (3) Given the product [CH:1]1([C:5]2[C:13]([C:14]3[NH:18][CH:17]=[N:16][N:15]=3)=[CH:12][C:8]([C:9]([N:25]3[CH2:26][CH2:27][C:22]([C:28]4[CH:35]=[CH:34][C:31]([C:32]#[N:33])=[CH:30][CH:29]=4)([F:21])[CH2:23][CH2:24]3)=[O:11])=[C:7]([CH3:19])[CH:6]=2)[CH2:2][CH2:3][CH2:4]1, predict the reactants needed to synthesize it. The reactants are: [CH:1]1([C:5]2[C:13]([C:14]3[NH:18][CH:17]=[N:16][N:15]=3)=[CH:12][C:8]([C:9]([OH:11])=O)=[C:7]([CH3:19])[CH:6]=2)[CH2:4][CH2:3][CH2:2]1.Cl.[F:21][C:22]1([C:28]2[CH:35]=[CH:34][C:31]([C:32]#[N:33])=[CH:30][CH:29]=2)[CH2:27][CH2:26][NH:25][CH2:24][CH2:23]1.O.ON1C2C=CC=CC=2N=N1.Cl.C(N=C=NCCCN(C)C)C.CCN(C(C)C)C(C)C. (4) Given the product [CH3:11][O:10][C:5]1[CH:4]=[CH:3][C:2]([I:1])=[CH:9][C:6]=1[CH:7]=[O:8], predict the reactants needed to synthesize it. The reactants are: [I:1][C:2]1[CH:9]=[C:6]([CH:7]=[O:8])[C:5]([OH:10])=[CH:4][CH:3]=1.[C:11]([O-])([O-])=O.[K+].[K+].CI.